This data is from Full USPTO retrosynthesis dataset with 1.9M reactions from patents (1976-2016). The task is: Predict the reactants needed to synthesize the given product. (1) Given the product [NH4+:8].[OH-:5].[C:40]([C:32]1[CH:31]=[C:30]([NH:29][C:28]([N:24]2[C:25]3[C:21](=[CH:20][C:19]([O:18][C:14]4[C:15]5[CH2:16][CH2:17][NH:8][CH2:9][C:10]=5[N:11]=[CH:12][N:13]=4)=[CH:27][CH:26]=3)[CH:22]=[CH:23]2)=[O:42])[CH:35]=[C:34]([C:36]([F:38])([F:39])[F:37])[CH:33]=1)#[N:41], predict the reactants needed to synthesize it. The reactants are: C([O:5]C([N:8]1[CH2:17][CH2:16][C:15]2[C:14]([O:18][C:19]3[CH:20]=[C:21]4[C:25](=[CH:26][CH:27]=3)[N:24]([C:28](=[O:42])[NH:29][C:30]3[CH:35]=[C:34]([C:36]([F:39])([F:38])[F:37])[CH:33]=[C:32]([C:40]#[N:41])[CH:31]=3)[CH:23]=[CH:22]4)=[N:13][CH:12]=[N:11][C:10]=2[CH2:9]1)=O)(C)(C)C. (2) Given the product [Cl:5][C:6]1[CH:11]=[CH:10][C:9]([OH:12])=[C:8]([C:14]([CH3:20])([CH3:19])[C:15]([F:16])([F:17])[F:18])[CH:7]=1, predict the reactants needed to synthesize it. The reactants are: B(Br)(Br)Br.[Cl:5][C:6]1[CH:11]=[CH:10][C:9]([O:12]C)=[C:8]([C:14]([CH3:20])([CH3:19])[C:15]([F:18])([F:17])[F:16])[CH:7]=1. (3) The reactants are: C[O:2][C:3]([C:5]1[C:14]([F:15])=[C:13]2[C:8]([CH2:9][C:10]([CH3:29])([CH3:28])[CH:11]([C:16]3[CH:21]=[CH:20][CH:19]=[C:18]([N:22]4[CH2:27][CH2:26][O:25][CH2:24][CH2:23]4)[CH:17]=3)[NH:12]2)=[CH:7][CH:6]=1)=[O:4].[OH-].[Na+].Cl. Given the product [F:15][C:14]1[C:5]([C:3]([OH:4])=[O:2])=[CH:6][CH:7]=[C:8]2[C:13]=1[NH:12][CH:11]([C:16]1[CH:21]=[CH:20][CH:19]=[C:18]([N:22]3[CH2:27][CH2:26][O:25][CH2:24][CH2:23]3)[CH:17]=1)[C:10]([CH3:28])([CH3:29])[CH2:9]2, predict the reactants needed to synthesize it.